From a dataset of NCI-60 drug combinations with 297,098 pairs across 59 cell lines. Regression. Given two drug SMILES strings and cell line genomic features, predict the synergy score measuring deviation from expected non-interaction effect. (1) Drug 1: COC1=NC(=NC2=C1N=CN2C3C(C(C(O3)CO)O)O)N. Drug 2: C1CN(CCN1C(=O)CCBr)C(=O)CCBr. Cell line: SN12C. Synergy scores: CSS=29.2, Synergy_ZIP=0.242, Synergy_Bliss=7.41, Synergy_Loewe=0.655, Synergy_HSA=5.54. (2) Drug 1: COC1=NC(=NC2=C1N=CN2C3C(C(C(O3)CO)O)O)N. Drug 2: N.N.Cl[Pt+2]Cl. Cell line: MDA-MB-435. Synergy scores: CSS=24.8, Synergy_ZIP=-4.39, Synergy_Bliss=-1.05, Synergy_Loewe=-2.59, Synergy_HSA=1.88. (3) Drug 1: CC12CCC3C(C1CCC2=O)CC(=C)C4=CC(=O)C=CC34C. Drug 2: CN(C(=O)NC(C=O)C(C(C(CO)O)O)O)N=O. Cell line: OVCAR-5. Synergy scores: CSS=46.3, Synergy_ZIP=0.573, Synergy_Bliss=0.224, Synergy_Loewe=-14.3, Synergy_HSA=0.641. (4) Drug 1: CC1=C(C(=CC=C1)Cl)NC(=O)C2=CN=C(S2)NC3=CC(=NC(=N3)C)N4CCN(CC4)CCO. Drug 2: CN(CC1=CN=C2C(=N1)C(=NC(=N2)N)N)C3=CC=C(C=C3)C(=O)NC(CCC(=O)O)C(=O)O. Cell line: OVCAR-5. Synergy scores: CSS=28.1, Synergy_ZIP=-0.203, Synergy_Bliss=-0.214, Synergy_Loewe=-10.0, Synergy_HSA=-0.641. (5) Drug 1: CN(C)N=NC1=C(NC=N1)C(=O)N. Drug 2: C1=NC2=C(N=C(N=C2N1C3C(C(C(O3)CO)O)F)Cl)N. Cell line: A549. Synergy scores: CSS=14.6, Synergy_ZIP=0.621, Synergy_Bliss=-1.80, Synergy_Loewe=-38.6, Synergy_HSA=-2.52. (6) Drug 1: CC1C(C(CC(O1)OC2CC(OC(C2O)C)OC3=CC4=CC5=C(C(=O)C(C(C5)C(C(=O)C(C(C)O)O)OC)OC6CC(C(C(O6)C)O)OC7CC(C(C(O7)C)O)OC8CC(C(C(O8)C)O)(C)O)C(=C4C(=C3C)O)O)O)O. Drug 2: CC1CCC2CC(C(=CC=CC=CC(CC(C(=O)C(C(C(=CC(C(=O)CC(OC(=O)C3CCCCN3C(=O)C(=O)C1(O2)O)C(C)CC4CCC(C(C4)OC)O)C)C)O)OC)C)C)C)OC. Cell line: MCF7. Synergy scores: CSS=55.0, Synergy_ZIP=-0.640, Synergy_Bliss=-2.10, Synergy_Loewe=-4.01, Synergy_HSA=-1.59. (7) Drug 1: CC1=C(C(CCC1)(C)C)C=CC(=CC=CC(=CC(=O)O)C)C. Drug 2: CC1=C(C(=O)C2=C(C1=O)N3CC4C(C3(C2COC(=O)N)OC)N4)N. Cell line: SW-620. Synergy scores: CSS=27.1, Synergy_ZIP=0.243, Synergy_Bliss=-1.63, Synergy_Loewe=-27.0, Synergy_HSA=-3.32. (8) Drug 1: CS(=O)(=O)C1=CC(=C(C=C1)C(=O)NC2=CC(=C(C=C2)Cl)C3=CC=CC=N3)Cl. Drug 2: CC1=C(C(=O)C2=C(C1=O)N3CC4C(C3(C2COC(=O)N)OC)N4)N. Cell line: MALME-3M. Synergy scores: CSS=29.6, Synergy_ZIP=2.48, Synergy_Bliss=8.44, Synergy_Loewe=-19.4, Synergy_HSA=7.86. (9) Drug 2: CNC(=O)C1=NC=CC(=C1)OC2=CC=C(C=C2)NC(=O)NC3=CC(=C(C=C3)Cl)C(F)(F)F. Synergy scores: CSS=17.8, Synergy_ZIP=0.733, Synergy_Bliss=-1.71, Synergy_Loewe=-3.69, Synergy_HSA=-3.93. Cell line: A549. Drug 1: C1CCN(CC1)CCOC2=CC=C(C=C2)C(=O)C3=C(SC4=C3C=CC(=C4)O)C5=CC=C(C=C5)O. (10) Drug 1: CS(=O)(=O)C1=CC(=C(C=C1)C(=O)NC2=CC(=C(C=C2)Cl)C3=CC=CC=N3)Cl. Drug 2: C1=CC(=CC=C1CCCC(=O)O)N(CCCl)CCCl. Cell line: U251. Synergy scores: CSS=31.9, Synergy_ZIP=-2.27, Synergy_Bliss=-1.09, Synergy_Loewe=-5.62, Synergy_HSA=0.818.